From a dataset of Reaction yield outcomes from USPTO patents with 853,638 reactions. Predict the reaction yield, written as a fraction of the theoretical maximum amount of product (1.0 means a 100% yield; for example, 0.34 means a 34% yield). (1) The reactants are [CH3:1][Mg+].[Br-].C(C1C=C[C:9]([F:15])=[C:10]2[C:14]=1[NH:13][CH:12]=[CH:11]2)#N.[CH2:16]1[CH2:20][O:19][CH2:18][CH2:17]1. No catalyst specified. The product is [C:18]([C:17]1[CH:16]=[CH:20][C:9]([F:15])=[C:10]2[C:14]=1[NH:13][CH:12]=[CH:11]2)(=[O:19])[CH3:1]. The yield is 0.590. (2) The reactants are COC1C=C(OC)C=CC=1C[N:6]1[CH2:14][C:13]2[C:12]([F:15])=[C:11]([NH:16][C@@H:17]3[CH2:22][CH2:21][CH2:20][CH2:19][C@@H:18]3[NH:23]C(=O)OC(C)(C)C)[N:10]=[C:9]([C:31]3[CH:32]=[N:33][N:34]4[CH:39]=[CH:38][CH:37]=[CH:36][C:35]=34)[C:8]=2[C:7]1=[O:40].C(O)(C(F)(F)F)=O. No catalyst specified. The product is [NH2:23][C@H:18]1[CH2:19][CH2:20][CH2:21][CH2:22][C@H:17]1[NH:16][C:11]1[N:10]=[C:9]([C:31]2[CH:32]=[N:33][N:34]3[CH:39]=[CH:38][CH:37]=[CH:36][C:35]=23)[C:8]2[C:7](=[O:40])[NH:6][CH2:14][C:13]=2[C:12]=1[F:15]. The yield is 0.478. (3) The reactants are O[CH2:2][C:3]1[CH:12]=[N:11][C:10]2[N:9]3[CH2:13][CH2:14][CH2:15][CH2:16][C@H:8]3[C:7](=[O:17])[NH:6][C:5]=2[CH:4]=1.[I-].C(C[P+](C)(C)C)#N.Cl.[F:27][C:28]1[CH:29]=[C:30]([CH:35]=[CH:36][C:37]=1[N:38]1[CH2:43][CH2:42][NH:41][CH2:40][CH2:39]1)[C:31]([NH:33][CH3:34])=[O:32].CCN(C(C)C)C(C)C. The catalyst is C(#N)CC.CS(C)=O. The product is [F:27][C:28]1[CH:29]=[C:30]([CH:35]=[CH:36][C:37]=1[N:38]1[CH2:39][CH2:40][N:41]([CH2:2][C:3]2[CH:12]=[N:11][C:10]3[N:9]4[CH2:13][CH2:14][CH2:15][CH2:16][C@H:8]4[C:7](=[O:17])[NH:6][C:5]=3[CH:4]=2)[CH2:42][CH2:43]1)[C:31]([NH:33][CH3:34])=[O:32]. The yield is 0.330.